Dataset: Forward reaction prediction with 1.9M reactions from USPTO patents (1976-2016). Task: Predict the product of the given reaction. Given the reactants Br[C:2]1[CH:10]=[CH:9][C:5]([C:6]([OH:8])=[O:7])=[C:4]([N+:11]([O-:13])=[O:12])[CH:3]=1.[CH3:14][C:15]1[CH:20]=[CH:19][C:18](OB(O)O)=[CH:17][CH:16]=1, predict the reaction product. The product is: [CH3:14][C:15]1[CH:20]=[CH:19][C:18]([C:2]2[CH:10]=[CH:9][C:5]([C:6]([OH:8])=[O:7])=[C:4]([N+:11]([O-:13])=[O:12])[CH:3]=2)=[CH:17][CH:16]=1.